From a dataset of Forward reaction prediction with 1.9M reactions from USPTO patents (1976-2016). Predict the product of the given reaction. Given the reactants [NH2:1][C:2]1[CH:7]=[C:6]([Cl:8])[N:5]=[CH:4][C:3]=1[C:9]([NH2:11])=[O:10].[CH2:12](OC(OCC)OCC)C, predict the reaction product. The product is: [Cl:8][C:6]1[N:5]=[CH:4][C:3]2[C:9](=[O:10])[NH:11][CH:12]=[N:1][C:2]=2[CH:7]=1.